Dataset: Catalyst prediction with 721,799 reactions and 888 catalyst types from USPTO. Task: Predict which catalyst facilitates the given reaction. (1) The catalyst class is: 4. Reactant: Cl.[NH2:2][CH2:3][CH:4]([CH2:16][CH:17]([CH3:19])[CH3:18])[CH2:5][C:6]([O:8][CH2:9][C:10]1[CH:15]=[CH:14][CH:13]=[CH:12][CH:11]=1)=[O:7].CN1CCOCC1.Cl[C:28]([O:30][CH:31]([Cl:35])[CH:32]([CH3:34])[CH3:33])=[O:29]. Product: [Cl:35][CH:31]([O:30][C:28]([NH:2][CH2:3][CH:4]([CH2:16][CH:17]([CH3:19])[CH3:18])[CH2:5][C:6]([O:8][CH2:9][C:10]1[CH:11]=[CH:12][CH:13]=[CH:14][CH:15]=1)=[O:7])=[O:29])[CH:32]([CH3:34])[CH3:33]. (2) Reactant: [Cl:1][C:2]1[CH:7]=[CH:6][CH:5]=[CH:4][C:3]=1[C:8]1[C:9]2[CH:16]=[C:15]([CH2:17][O:18][C:19]3[CH:24]=[CH:23][C:22]([C@@H:25]([C:32]#[C:33][CH3:34])[CH2:26][C:27]([O:29]CC)=[O:28])=[CH:21][CH:20]=3)[CH:14]=[CH:13][C:10]=2[S:11][CH:12]=1.[Li+].[OH-].Cl. Product: [Cl:1][C:2]1[CH:7]=[CH:6][CH:5]=[CH:4][C:3]=1[C:8]1[C:9]2[CH:16]=[C:15]([CH2:17][O:18][C:19]3[CH:20]=[CH:21][C:22]([C@@H:25]([C:32]#[C:33][CH3:34])[CH2:26][C:27]([OH:29])=[O:28])=[CH:23][CH:24]=3)[CH:14]=[CH:13][C:10]=2[S:11][CH:12]=1. The catalyst class is: 14.